This data is from Forward reaction prediction with 1.9M reactions from USPTO patents (1976-2016). The task is: Predict the product of the given reaction. (1) Given the reactants O.[NH2:2][NH2:3].Cl[C:5]1[CH:13]=[CH:12][C:8]([C:9]([OH:11])=[O:10])=[CH:7][N:6]=1, predict the reaction product. The product is: [NH:2]([C:5]1[CH:13]=[CH:12][C:8]([C:9]([OH:11])=[O:10])=[CH:7][N:6]=1)[NH2:3]. (2) Given the reactants [NH2:1][C:2]1[CH:3]=[C:4]([NH:18][C:19](=[O:22])[O:20][CH3:21])[CH:5]=[CH:6][C:7]=1[NH:8][CH2:9][CH:10]1[CH2:15][CH2:14][C:13]([F:17])([F:16])[CH2:12][CH2:11]1.[CH3:23][C:24]([CH3:29])([CH3:28])[C:25](Cl)=O, predict the reaction product. The product is: [C:24]([C:29]1[N:8]([CH2:9][CH:10]2[CH2:15][CH2:14][C:13]([F:17])([F:16])[CH2:12][CH2:11]2)[C:7]2[CH:6]=[CH:5][C:4]([NH:18][C:19](=[O:22])[O:20][CH3:21])=[CH:3][C:2]=2[N:1]=1)([CH3:28])([CH3:25])[CH3:23]. (3) Given the reactants [CH3:10][CH:9]([C@H:11]1[CH2:12][CH2:13][C@H:14]([C:17]2[CH:18]=[CH:19][C:20]([F:23])=[CH:21][CH:22]=2)[CH2:15][CH2:16]1)[CH2:8]CC(C[CH2:8][CH:9]([C@H:11]1[CH2:16][CH2:15][C@H:14]([C:17]2[CH:22]=[CH:21][C:20]([F:23])=[CH:19][CH:18]=2)[CH2:13][CH2:12]1)[CH3:10])=O.[I-].[CH2:38]([Li])[CH2:39][CH2:40]C, predict the reaction product. The product is: [F:23][C:20]1[CH:21]=[CH:22][C:17]([C@H:14]2[CH2:15][CH2:16][C@H:11]([C:9]([CH3:8])([CH3:10])[CH2:40][CH:39]=[CH2:38])[CH2:12][CH2:13]2)=[CH:18][CH:19]=1. (4) Given the reactants [NH2:1][C:2]1[C:7]([Br:8])=[C:6]([NH2:9])[CH:5]=[CH:4][N:3]=1.Cl[CH2:11][C:12](=O)[CH3:13], predict the reaction product. The product is: [NH2:9][C:6]1[CH:5]=[CH:4][N:3]2[CH:11]=[C:12]([CH3:13])[N:1]=[C:2]2[C:7]=1[Br:8]. (5) Given the reactants [NH2:1][C:2]1[C:7]([NH2:8])=[C:6]([NH:9][C@@H:10]2[C@@H:15]3[CH2:16][C@@H:12]([CH:13]=[CH:14]3)[C@@H:11]2[C:17]([NH2:19])=[O:18])[CH:5]=[CH:4][N:3]=1.[N:20]1([CH2:26][C:27]2[CH:34]=[CH:33][C:30]([CH:31]=O)=[CH:29][CH:28]=2)[CH2:25][CH2:24][O:23][CH2:22][CH2:21]1, predict the reaction product. The product is: [N:20]1([CH2:26][C:27]2[CH:34]=[CH:33][C:30]([C:31]3[NH:1][C:2]4=[N:3][CH:4]=[CH:5][C:6]([NH:9][C@@H:10]5[C@@H:15]6[CH2:16][C@@H:12]([CH:13]=[CH:14]6)[C@@H:11]5[C:17]([NH2:19])=[O:18])=[C:7]4[N:8]=3)=[CH:29][CH:28]=2)[CH2:21][CH2:22][O:23][CH2:24][CH2:25]1.